Dataset: Full USPTO retrosynthesis dataset with 1.9M reactions from patents (1976-2016). Task: Predict the reactants needed to synthesize the given product. Given the product [Br:17][CH2:10][CH2:11][CH2:12][C:5]1[S:1][C:2]([C:6]([OH:8])=[O:7])=[CH:3][CH:4]=1, predict the reactants needed to synthesize it. The reactants are: [S:1]1[CH:5]=[CH:4][CH:3]=[C:2]1[C:6]([OH:8])=[O:7].[Li+].[CH3:10][CH:11]([N-]C(C)C)[CH3:12].[Br:17]C(Br)(C)C.[Cl-].[NH4+].[Cl-].[Na+].Cl.